From a dataset of Full USPTO retrosynthesis dataset with 1.9M reactions from patents (1976-2016). Predict the reactants needed to synthesize the given product. Given the product [CH:1]([N:4]1[CH2:9][CH2:8][N:7]([C:10]([C:12]2[CH:19]=[CH:18][C:15]([CH2:16][N:20]3[CH2:25][CH2:24][O:23][CH2:22][CH2:21]3)=[CH:14][CH:13]=2)=[O:11])[CH2:6][CH2:5]1)([CH3:3])[CH3:2], predict the reactants needed to synthesize it. The reactants are: [CH:1]([N:4]1[CH2:9][CH2:8][N:7]([C:10]([C:12]2[CH:19]=[CH:18][C:15]([CH:16]=O)=[CH:14][CH:13]=2)=[O:11])[CH2:6][CH2:5]1)([CH3:3])[CH3:2].[NH:20]1[CH2:25][CH2:24][O:23][CH2:22][CH2:21]1.[BH-](OC(C)=O)(OC(C)=O)OC(C)=O.[Na+].